Predict the product of the given reaction. From a dataset of Forward reaction prediction with 1.9M reactions from USPTO patents (1976-2016). (1) Given the reactants [CH2:1]([N:3]1[CH:7]=[C:6]([CH:8]=O)[C:5]([O:10][CH2:11][C:12]2[CH:17]=[CH:16][C:15]([O:18][CH2:19][C:20]3[N:21]=[C:22]([C:26]4[O:27][CH:28]=[CH:29][CH:30]=4)[O:23][C:24]=3[CH3:25])=[C:14]([O:31][CH3:32])[CH:13]=2)=[N:4]1)[CH3:2].C(OP([CH2:41][C:42]([O:44][CH2:45][CH3:46])=[O:43])(OCC)=O)C.CN(C)C=O.[H-].[Na+], predict the reaction product. The product is: [CH2:1]([N:3]1[CH:7]=[C:6](/[CH:8]=[CH:41]/[C:42]([O:44][CH2:45][CH3:46])=[O:43])[C:5]([O:10][CH2:11][C:12]2[CH:17]=[CH:16][C:15]([O:18][CH2:19][C:20]3[N:21]=[C:22]([C:26]4[O:27][CH:28]=[CH:29][CH:30]=4)[O:23][C:24]=3[CH3:25])=[C:14]([O:31][CH3:32])[CH:13]=2)=[N:4]1)[CH3:2]. (2) Given the reactants [Cl:1][C:2]1[C:3]([NH:16][C:17]2[NH:21][N:20]=[C:19]([CH:22]3[CH2:24][CH2:23]3)[CH:18]=2)=[N:4][C:5]([C:8]2[S:12][C:11]([C:13]([OH:15])=[O:14])=[CH:10][CH:9]=2)=[N:6][CH:7]=1.O=S(Cl)Cl.[CH3:29]O, predict the reaction product. The product is: [ClH:1].[CH3:29][O:14][C:13]([C:11]1[S:12][C:8]([C:5]2[N:4]=[C:3]([NH:16][C:17]3[NH:21][N:20]=[C:19]([CH:22]4[CH2:23][CH2:24]4)[CH:18]=3)[C:2]([Cl:1])=[CH:7][N:6]=2)=[CH:9][CH:10]=1)=[O:15]. (3) Given the reactants [C:1]1([P:7]([C:20]2[CH:25]=[CH:24][CH:23]=[CH:22][CH:21]=2)([C:14]2[CH:19]=[CH:18][CH:17]=[CH:16][CH:15]=2)=[CH:8][C:9]([O:11][CH2:12][CH3:13])=[O:10])[CH:6]=[CH:5][CH:4]=[CH:3][CH:2]=1.[CH:26]1([C:29](Cl)=[O:30])[CH2:28][CH2:27]1.C/C(/O[Si](C)(C)C)=N\[Si](C)(C)C.O, predict the reaction product. The product is: [CH:26]1([C:29](=[O:30])[C:8](=[P:7]([C:20]2[CH:25]=[CH:24][CH:23]=[CH:22][CH:21]=2)([C:1]2[CH:2]=[CH:3][CH:4]=[CH:5][CH:6]=2)[C:14]2[CH:15]=[CH:16][CH:17]=[CH:18][CH:19]=2)[C:9]([O:11][CH2:12][CH3:13])=[O:10])[CH2:28][CH2:27]1. (4) Given the reactants C1(C)C=CC(S(O[C@@H:11]([CH2:13]/[CH:14]=[CH:15]/[C:16]2[CH:17]=[N:18][CH:19]=[C:20]([O:22][CH:23]([CH3:25])[CH3:24])[CH:21]=2)[CH3:12])(=O)=O)=CC=1.[CH3:27][NH2:28], predict the reaction product. The product is: [CH3:27][NH:28][C@H:11]([CH2:13]/[CH:14]=[CH:15]/[C:16]1[CH:17]=[N:18][CH:19]=[C:20]([O:22][CH:23]([CH3:25])[CH3:24])[CH:21]=1)[CH3:12]. (5) Given the reactants CN(C=O)C.[CH:6]1([NH:9][C:10](=[O:42])[C:11]2[CH:16]=[CH:15][C:14]([C:17]3[N:21]4[N:22]=[C:23]([NH:34][C:35]([CH3:41])([CH3:40])[C:36]([F:39])([F:38])[F:37])[CH:24]=[C:25]([NH:26][CH2:27][CH:28]5[CH2:33][CH2:32][O:31][CH2:30][CH2:29]5)[C:20]4=[N:19][CH:18]=3)=[CH:13][CH:12]=2)[CH2:8][CH2:7]1.C1C(=O)N([Cl:50])C(=O)C1.O, predict the reaction product. The product is: [Cl:50][C:24]1[C:23]([NH:34][C:35]([CH3:40])([CH3:41])[C:36]([F:38])([F:39])[F:37])=[N:22][N:21]2[C:17]([C:14]3[CH:13]=[CH:12][C:11]([C:10]([NH:9][CH:6]4[CH2:8][CH2:7]4)=[O:42])=[CH:16][CH:15]=3)=[CH:18][N:19]=[C:20]2[C:25]=1[NH:26][CH2:27][CH:28]1[CH2:29][CH2:30][O:31][CH2:32][CH2:33]1. (6) Given the reactants Cl[C:2]1[N:7]=[CH:6][N:5]=[C:4]([NH:8][C:9]2[CH:10]=[C:11]([S:15]([NH2:18])(=[O:17])=[O:16])[CH:12]=[CH:13][CH:14]=2)[N:3]=1.[CH3:19][O:20][C:21]1[CH:26]=[CH:25][CH:24]=[CH:23][C:22]=1B(O)O.[O-]P([O-])([O-])=O.[K+].[K+].[K+], predict the reaction product. The product is: [CH3:19][O:20][C:21]1[CH:26]=[CH:25][CH:24]=[CH:23][C:22]=1[C:2]1[N:7]=[CH:6][N:5]=[C:4]([NH:8][C:9]2[CH:10]=[C:11]([S:15]([NH2:18])(=[O:17])=[O:16])[CH:12]=[CH:13][CH:14]=2)[N:3]=1. (7) The product is: [NH2:9][C:4]1[CH:3]=[C:2]([Cl:1])[CH:8]=[CH:7][C:5]=1[NH:6][S:17]([C:13]1[S:12][CH:16]=[CH:15][CH:14]=1)(=[O:19])=[O:18]. Given the reactants [Cl:1][C:2]1[CH:8]=[CH:7][C:5]([NH2:6])=[C:4]([N+:9]([O-])=O)[CH:3]=1.[S:12]1[CH:16]=[CH:15][CH:14]=[C:13]1[S:17](Cl)(=[O:19])=[O:18].[OH-].[Na+].Cl, predict the reaction product. (8) Given the reactants IP(I)I.BrC1C=C2C(=CC=1)OC1C=NC(Cl)=CC=1C2(CO[CH:24]([CH:29]1[CH2:34][CH2:33][CH2:32][CH2:31][CH2:30]1)[CH2:25][N+:26]([O-])=O)N, predict the reaction product. The product is: [CH:29]1([CH2:24][C:25]#[N:26])[CH2:34][CH2:33][CH2:32][CH2:31][CH2:30]1. (9) Given the reactants P(Cl)(Cl)([Cl:3])=O.[CH3:6][O:7][C:8]1[CH:9]=[C:10]2[C:15](=[CH:16][C:17]=1[O:18][CH3:19])[N:14]=[CH:13][NH:12][C:11]2=O, predict the reaction product. The product is: [Cl:3][C:11]1[C:10]2[C:15](=[CH:16][C:17]([O:18][CH3:19])=[C:8]([O:7][CH3:6])[CH:9]=2)[N:14]=[CH:13][N:12]=1.